This data is from Reaction yield outcomes from USPTO patents with 853,638 reactions. The task is: Predict the reaction yield, written as a fraction of the theoretical maximum amount of product (1.0 means a 100% yield; for example, 0.34 means a 34% yield). (1) The reactants are [NH2:1][C:2]1[S:3][CH:4]=[C:5]([CH2:7][C:8]([O:10][CH2:11][CH3:12])=[O:9])[N:6]=1.C1C(=O)N([Cl:20])C(=O)C1. The catalyst is C(O)(=O)C.CC(C)=O.C(OCC)C. The product is [NH2:1][C:2]1[S:3][C:4]([Cl:20])=[C:5]([CH2:7][C:8]([O:10][CH2:11][CH3:12])=[O:9])[N:6]=1. The yield is 0.499. (2) The reactants are [CH2:1]([C:3]1[C:7]([N+:8]([O-:10])=[O:9])=[C:6]([C:11]([NH2:13])=[O:12])[NH:5][N:4]=1)[CH3:2].C(=O)([O-])[O-].[Na+].[Na+].[I-].[Na+].[CH3:22][O:23][CH2:24][CH2:25]Br. The catalyst is CC(CC)=O.O. The product is [CH2:1]([C:3]1[N:4]([CH2:25][CH2:24][O:23][CH3:22])[N:5]=[C:6]([C:11]([NH2:13])=[O:12])[C:7]=1[N+:8]([O-:10])=[O:9])[CH3:2]. The yield is 0.740. (3) The reactants are CS([C:5]1[N:6]=[N:7][CH:8]=[C:9]([C:11]2[CH:16]=[CH:15][CH:14]=[CH:13][CH:12]=2)[N:10]=1)(=O)=O.[NH3:17].C1COCC1. No catalyst specified. The product is [C:11]1([C:9]2[N:10]=[C:5]([NH2:17])[N:6]=[N:7][CH:8]=2)[CH:16]=[CH:15][CH:14]=[CH:13][CH:12]=1. The yield is 0.730. (4) The product is [O:1]([C:8]1[CH:9]=[C:10]([N:14]([CH2:15][C:16]2[CH:21]=[CH:20][CH:19]=[C:18]([O:22][C:23]([F:27])([F:28])[CH:24]([F:25])[F:26])[CH:17]=2)[CH2:55][C@@H:54]([OH:49])[C:30]([F:36])([F:35])[F:29])[CH:11]=[CH:12][CH:13]=1)[C:2]1[CH:7]=[CH:6][CH:5]=[CH:4][CH:3]=1. The yield is 0.630. The catalyst is O.C(OCC)(=O)C. The reactants are [O:1]([C:8]1[CH:9]=[C:10]([NH:14][CH2:15][C:16]2[CH:21]=[CH:20][CH:19]=[C:18]([O:22][C:23]([F:28])([F:27])[CH:24]([F:26])[F:25])[CH:17]=2)[CH:11]=[CH:12][CH:13]=1)[C:2]1[CH:7]=[CH:6][CH:5]=[CH:4][CH:3]=1.[F:29][C:30]([F:36])([F:35])S([O-])(=[O:49])=[O:49].[Yb+3].[F:29][C:30]([F:36])([F:35])S([O-])(=O)=O.[F:29][C:30]([F:36])([F:35])S([O-])(=O)=[O:49].[C:54](#N)[CH3:55]. (5) The reactants are Cl[C:2]1[CH:3]=[C:4]([N:13]([CH2:20][C:21]2[CH:26]=[CH:25][C:24]([O:27][CH3:28])=[CH:23][CH:22]=2)[C:14]2[CH:19]=[CH:18][CH:17]=[CH:16][CH:15]=2)[C:5]2[N:6]([C:8]([C:11]#[N:12])=[CH:9][N:10]=2)[N:7]=1.[NH2:29][C@H:30]1[CH2:35][CH2:34][CH2:33][N:32]([CH2:36][C:37]2[CH:42]=[CH:41][CH:40]=[CH:39][CH:38]=2)[CH2:31]1. The catalyst is C(Cl)Cl. The product is [CH2:36]([N:32]1[CH2:33][CH2:34][CH2:35][C@H:30]([NH:29][C:2]2[CH:3]=[C:4]([N:13]([CH2:20][C:21]3[CH:26]=[CH:25][C:24]([O:27][CH3:28])=[CH:23][CH:22]=3)[C:14]3[CH:19]=[CH:18][CH:17]=[CH:16][CH:15]=3)[C:5]3[N:6]([C:8]([C:11]#[N:12])=[CH:9][N:10]=3)[N:7]=2)[CH2:31]1)[C:37]1[CH:38]=[CH:39][CH:40]=[CH:41][CH:42]=1. The yield is 0.400. (6) The reactants are Br[CH2:2][C:3]1[N:13]([CH2:14][C:15]([CH3:18])([CH3:17])[CH3:16])[C:6]2[N:7]=[C:8]([C:11]#[N:12])[N:9]=[CH:10][C:5]=2[CH:4]=1.[Cl:19][C:20]1[CH:36]=[CH:35][C:23]([CH2:24][N:25]2[C@H:29]([CH:30]([CH3:32])[CH3:31])[C:28](=[O:33])[NH:27][C:26]2=[O:34])=[CH:22][CH:21]=1.C([O-])([O-])=O.[K+].[K+]. The catalyst is CN(C=O)C.C(OCC)(=O)C. The product is [Cl:19][C:20]1[CH:21]=[CH:22][C:23]([CH2:24][N:25]2[C@H:29]([CH:30]([CH3:32])[CH3:31])[C:28](=[O:33])[N:27]([CH2:2][C:3]3[N:13]([CH2:14][C:15]([CH3:18])([CH3:17])[CH3:16])[C:6]4[N:7]=[C:8]([C:11]#[N:12])[N:9]=[CH:10][C:5]=4[CH:4]=3)[C:26]2=[O:34])=[CH:35][CH:36]=1. The yield is 0.780. (7) The reactants are [NH2:1][C:2]([C:4]1[CH:5]=[N:6][C:7]2[C:12]([C:13]=1[NH:14][C:15]1[CH:16]=[C:17]([C:25]([O:27][CH3:28])=[O:26])[CH:18]=[C:19]([C:21]([O:23][CH3:24])=[O:22])[CH:20]=1)=[CH:11][CH:10]=[C:9](Br)[CH:8]=2)=[O:3].B(O)O.[C:33](=[O:36])([O-])[O-].[K+].[K+].O1[CH2:44][CH2:43][O:42][CH2:41]C1. The catalyst is O.C1C=CC([P]([Pd]([P](C2C=CC=CC=2)(C2C=CC=CC=2)C2C=CC=CC=2)([P](C2C=CC=CC=2)(C2C=CC=CC=2)C2C=CC=CC=2)[P](C2C=CC=CC=2)(C2C=CC=CC=2)C2C=CC=CC=2)(C2C=CC=CC=2)C2C=CC=CC=2)=CC=1. The product is [NH2:1][C:2]([C:4]1[CH:5]=[N:6][C:7]2[C:12]([C:13]=1[NH:14][C:15]1[CH:16]=[C:17]([C:25]([O:27][CH3:28])=[O:26])[CH:18]=[C:19]([C:21]([O:23][CH3:24])=[O:22])[CH:20]=1)=[CH:11][CH:10]=[C:9]([C:4]1[C:2]([O:36][CH3:33])=[N:1][C:43]([O:42][CH3:41])=[CH:44][CH:13]=1)[CH:8]=2)=[O:3]. The yield is 0.480.